From a dataset of Peptide-MHC class I binding affinity with 185,985 pairs from IEDB/IMGT. Regression. Given a peptide amino acid sequence and an MHC pseudo amino acid sequence, predict their binding affinity value. This is MHC class I binding data. (1) The peptide sequence is ADLMGYIPL. The MHC is Mamu-A11 with pseudo-sequence Mamu-A11. The binding affinity (normalized) is 0.727. (2) The peptide sequence is IVFYRSGTE. The MHC is HLA-A24:02 with pseudo-sequence HLA-A24:02. The binding affinity (normalized) is 0.